Regression/Classification. Given a drug SMILES string, predict its absorption, distribution, metabolism, or excretion properties. Task type varies by dataset: regression for continuous measurements (e.g., permeability, clearance, half-life) or binary classification for categorical outcomes (e.g., BBB penetration, CYP inhibition). For this dataset (solubility_aqsoldb), we predict Y. From a dataset of Aqueous solubility values for 9,982 compounds from the AqSolDB database. (1) The drug is CNCCO. The Y is 1.12 log mol/L. (2) The drug is O=P([O-])([O-])OP(=O)([O-])OP(=O)([O-])[O-].[Al+3]. The Y is -5.67 log mol/L.